This data is from Catalyst prediction with 721,799 reactions and 888 catalyst types from USPTO. The task is: Predict which catalyst facilitates the given reaction. Reactant: Cl.Cl.[NH2:3][CH:4]([C:16]1[CH:21]=[CH:20][C:19]([F:22])=[CH:18][CH:17]=1)[C:5]([O:7][C@@H:8]1[CH:13]2[CH2:14][CH2:15][N:10]([CH2:11][CH2:12]2)[CH2:9]1)=[O:6].C(N(CC)CC)C.[C:30]1([S:36](Cl)(=[O:38])=[O:37])[CH:35]=[CH:34][CH:33]=[CH:32][CH:31]=1. Product: [F:22][C:19]1[CH:18]=[CH:17][C:16]([CH:4]([NH:3][S:36]([C:30]2[CH:35]=[CH:34][CH:33]=[CH:32][CH:31]=2)(=[O:38])=[O:37])[C:5]([O:7][C@@H:8]2[CH:13]3[CH2:12][CH2:11][N:10]([CH2:15][CH2:14]3)[CH2:9]2)=[O:6])=[CH:21][CH:20]=1. The catalyst class is: 2.